From a dataset of Full USPTO retrosynthesis dataset with 1.9M reactions from patents (1976-2016). Predict the reactants needed to synthesize the given product. (1) Given the product [Br:20][C:21]1[CH:22]=[CH:23][C:24]2[CH:25]=[C:15]([C:14]([O:18][CH3:19])=[O:17])[S:16][C:27]=2[CH:28]=1, predict the reactants needed to synthesize it. The reactants are: S1C=CC2C=CC(C(=O)CC)=CC1=2.[C:14]([O:18][CH3:19])(=[O:17])[CH2:15][SH:16].[Br:20][C:21]1[CH:28]=[CH:27][C:24]([CH:25]=O)=[C:23](F)[CH:22]=1. (2) Given the product [NH2:22][C@@H:19]1[CH2:20][CH2:21][C@H:16]([N:13]2[CH2:14][CH2:15][C@H:11]([NH:10][C:9](=[O:34])[O:8][CH2:1][C:2]3[CH:3]=[CH:4][CH:5]=[CH:6][CH:7]=3)[C:12]2=[O:33])[C@H:17]([CH2:30][CH2:31][CH3:32])[CH2:18]1, predict the reactants needed to synthesize it. The reactants are: [CH2:1]([O:8][C:9](=[O:34])[NH:10][C@H:11]1[CH2:15][CH2:14][N:13]([C@H:16]2[CH2:21][CH2:20][C@@H:19]([NH:22]C(OC(C)(C)C)=O)[CH2:18][C@H:17]2[CH2:30][CH2:31][CH3:32])[C:12]1=[O:33])[C:2]1[CH:7]=[CH:6][CH:5]=[CH:4][CH:3]=1.C(O)(C(F)(F)F)=O.